From a dataset of Forward reaction prediction with 1.9M reactions from USPTO patents (1976-2016). Predict the product of the given reaction. (1) Given the reactants [N+:1]([C:4]1[CH:9]=[CH:8][C:7]([C:10]2[CH:15]=[CH:14][CH:13]=[CH:12][CH:11]=2)=[C:6]([C:16]([F:19])([F:18])[F:17])[CH:5]=1)([O-])=O.[H][H], predict the reaction product. The product is: [C:10]1([C:7]2[CH:8]=[CH:9][C:4]([NH2:1])=[CH:5][C:6]=2[C:16]([F:17])([F:18])[F:19])[CH:11]=[CH:12][CH:13]=[CH:14][CH:15]=1. (2) Given the reactants [F:1][C:2]1[CH:3]=[C:4]([CH:17]=[C:18]([F:20])[CH:19]=1)[CH2:5][O:6][C:7]1[CH:8]=[C:9]2[C:13](=[CH:14][CH:15]=1)[NH:12][N:11]=[C:10]2[NH2:16].[Cl:21][CH2:22][C:23]1[CH:24]=[C:25]([CH:29]=[CH:30][CH:31]=1)[C:26](Cl)=[O:27].O, predict the reaction product. The product is: [Cl:21][CH2:22][C:23]1[CH:24]=[C:25]([CH:29]=[CH:30][CH:31]=1)[C:26]([NH:16][C:10]1[C:9]2[C:13](=[CH:14][CH:15]=[C:7]([O:6][CH2:5][C:4]3[CH:17]=[C:18]([F:20])[CH:19]=[C:2]([F:1])[CH:3]=3)[CH:8]=2)[NH:12][N:11]=1)=[O:27]. (3) Given the reactants [CH2:1]=[C:2]1[CH2:7][CH2:6][CH:5]([CH2:8][O:9][CH2:10][C:11]2[CH:16]=[CH:15][CH:14]=[CH:13][CH:12]=2)[CH2:4][CH2:3]1.[OH2:17].C[N+]1([O-])CCOCC1.S([O-])([O-])=O.[Na+].[Na+].[OH2:32], predict the reaction product. The product is: [CH2:10]([O:9][CH2:8][CH:5]1[CH2:6][CH2:7][C:2]([CH2:1][OH:32])([OH:17])[CH2:3][CH2:4]1)[C:11]1[CH:12]=[CH:13][CH:14]=[CH:15][CH:16]=1. (4) Given the reactants [F-:1].C([N+:6]([CH2:15][CH2:16][CH2:17]C)([CH2:11][CH2:12][CH2:13][CH3:14])CCCC)CCC.CCOC(C)=O, predict the reaction product. The product is: [C:13]([C:12]1[CH:17]=[CH:16][C:15]([F:1])=[N:6][CH:11]=1)#[CH:14].